From a dataset of Reaction yield outcomes from USPTO patents with 853,638 reactions. Predict the reaction yield, written as a fraction of the theoretical maximum amount of product (1.0 means a 100% yield; for example, 0.34 means a 34% yield). (1) The reactants are CO[CH:3]1[CH2:7][CH2:6][CH:5](OC)O1.Cl.[S:11]([N:21]1[C:25]2[N:26]=[CH:27][C:28]3[N:29]([C:30]([C@@H:33]4[CH2:37][CH2:36][C@H:35]([NH2:38])[CH2:34]4)=[N:31][N:32]=3)[C:24]=2[CH:23]=[CH:22]1)([C:14]1[CH:20]=[CH:19][C:17]([CH3:18])=[CH:16][CH:15]=1)(=[O:13])=[O:12].CC([O-])=O.[Na+]. The catalyst is O.C(Cl)Cl. The product is [N:38]1([C@H:35]2[CH2:36][CH2:37][C@@H:33]([C:30]3[N:29]4[C:24]5[CH:23]=[CH:22][N:21]([S:11]([C:14]6[CH:15]=[CH:16][C:17]([CH3:18])=[CH:19][CH:20]=6)(=[O:13])=[O:12])[C:25]=5[N:26]=[CH:27][C:28]4=[N:32][N:31]=3)[CH2:34]2)[CH:3]=[CH:7][CH:6]=[CH:5]1. The yield is 0.990. (2) The reactants are [C:1]([C:3]([C:15]#[N:16])=[CH:4][C:5]1[CH:6]=[CH:7][C:8]([OH:14])=[C:9]([CH:13]=1)[C:10]([OH:12])=O)#[N:2].[F:17][C:18]([F:31])([F:30])[C:19]1[CH:20]=[C:21]([CH:23]=[C:24]([C:26]([F:29])([F:28])[F:27])[CH:25]=1)[NH2:22]. No catalyst specified. The product is [F:17][C:18]([F:30])([F:31])[C:19]1[CH:20]=[C:21]([NH:22][C:10](=[O:12])[C:9]2[CH:13]=[C:5]([CH:4]=[C:3]([C:1]#[N:2])[C:15]#[N:16])[CH:6]=[CH:7][C:8]=2[OH:14])[CH:23]=[C:24]([C:26]([F:27])([F:29])[F:28])[CH:25]=1. The yield is 0.0910. (3) The reactants are Cl[C:2]1[C:11]2[C:6](=[CH:7][CH:8]=[C:9]([CH3:12])[CH:10]=2)[N:5]=[C:4]([N:13]2[CH2:19][C:18]3[CH:20]=[CH:21][CH:22]=[CH:23][C:17]=3[S:16](=[O:25])(=[O:24])[CH2:15][CH2:14]2)[CH:3]=1.[C:26]1([SH:32])[CH:31]=[CH:30][CH:29]=[CH:28][CH:27]=1. The catalyst is CN(C)C1C=CN=CC=1.C(O)C. The product is [CH3:12][C:9]1[CH:10]=[C:11]2[C:6](=[CH:7][CH:8]=1)[N:5]=[C:4]([N:13]1[CH2:19][C:18]3[CH:20]=[CH:21][CH:22]=[CH:23][C:17]=3[S:16](=[O:25])(=[O:24])[CH2:15][CH2:14]1)[CH:3]=[C:2]2[S:32][C:26]1[CH:31]=[CH:30][CH:29]=[CH:28][CH:27]=1. The yield is 0.450. (4) The reactants are C([O:3][C:4](=[O:40])[C:5]([CH3:39])([O:7][C:8]1[CH:13]=[CH:12][C:11]([CH2:14][N:15]([C:22]2[S:26][C:25]([C:27]3[CH:32]=[CH:31][C:30]([C:33]([F:36])([F:35])[F:34])=[CH:29][CH:28]=3)=[N:24][C:23]=2[CH3:37])[CH2:16][C:17]2[O:18][CH:19]=[CH:20][CH:21]=2)=[CH:10][C:9]=1[CH3:38])[CH3:6])C.[OH-].[Na+]. The catalyst is CCO. The product is [CH3:39][C:5]([O:7][C:8]1[CH:13]=[CH:12][C:11]([CH2:14][N:15]([C:22]2[S:26][C:25]([C:27]3[CH:28]=[CH:29][C:30]([C:33]([F:35])([F:36])[F:34])=[CH:31][CH:32]=3)=[N:24][C:23]=2[CH3:37])[CH2:16][C:17]2[O:18][CH:19]=[CH:20][CH:21]=2)=[CH:10][C:9]=1[CH3:38])([CH3:6])[C:4]([OH:40])=[O:3]. The yield is 0.960. (5) The reactants are Cl[C:2]1[N:7]=[CH:6][N:5]=[C:4]([NH:8][C:9]2[CH:14]=[CH:13][C:12]([O:15][CH3:16])=[CH:11][CH:10]=2)[CH:3]=1.[CH2:17]([NH2:20])[CH2:18][CH3:19].CCN(C(C)C)C(C)C. The catalyst is Cl.CCCCO. The product is [CH3:16][O:15][C:12]1[CH:13]=[CH:14][C:9]([NH:8][C:4]2[CH:3]=[C:2]([NH:20][CH2:17][CH2:18][CH3:19])[N:7]=[CH:6][N:5]=2)=[CH:10][CH:11]=1. The yield is 0.820. (6) The reactants are ClC1N=C(NCCC)C2N=C(Cl)N=C(NCCC)C=2N=1.[CH2:21]([NH2:23])[CH3:22].CN[C:26]1[N:27]=[C:28]([NH:44][CH2:45][CH2:46][CH3:47])[C:29]2[N:30]=[C:31]([NH:40][CH2:41][CH2:42]O)[N:32]=[C:33]([NH:36][CH2:37][CH2:38][CH3:39])[C:34]=2[N:35]=1. No catalyst specified. The product is [CH2:21]([NH:23][C:26]1[N:27]=[C:28]([NH:44][CH2:45][CH2:46][CH3:47])[C:29]2[N:30]=[C:31]([NH:40][CH2:41][CH3:42])[N:32]=[C:33]([NH:36][CH2:37][CH2:38][CH3:39])[C:34]=2[N:35]=1)[CH3:22]. The yield is 0.670. (7) The reactants are Br[C:2]1[CH:7]=[CH:6][C:5]([CH:8]2[CH2:13][CH2:12][N:11]([C:14](=[O:16])[CH3:15])[CH2:10][CH2:9]2)=[CH:4][CH:3]=1.[CH3:17][O:18][C:19]([C:21]1[C:29]2[C:24](=[CH:25][C:26]([Cl:38])=[C:27](B3OCC(C)(C)CO3)[CH:28]=2)[NH:23][CH:22]=1)=[O:20].C(=O)([O-])[O-].[K+].[K+]. The catalyst is O1CCOCC1.O. The product is [C:14]([N:11]1[CH2:12][CH2:13][CH:8]([C:5]2[CH:6]=[CH:7][C:2]([C:27]3[CH:28]=[C:29]4[C:24](=[CH:25][C:26]=3[Cl:38])[NH:23][CH:22]=[C:21]4[C:19]([O:18][CH3:17])=[O:20])=[CH:3][CH:4]=2)[CH2:9][CH2:10]1)(=[O:16])[CH3:15]. The yield is 0.830. (8) The reactants are [N+:1]([C:4]1[CH:13]=[CH:12][CH:11]=[C:10]2[C:5]=1[CH:6]=[CH:7][NH:8][C:9]2=[O:14])([O-])=O.[Cl-].[NH4+].O. The catalyst is C(O)C.O1CCCC1.[Zn]. The product is [NH2:1][C:4]1[CH:13]=[CH:12][CH:11]=[C:10]2[C:5]=1[CH:6]=[CH:7][NH:8][C:9]2=[O:14]. The yield is 0.881. (9) The reactants are C1C=CC(P(C2C=CC=CC=2)C2C=CC=CC=2)=CC=1.[C:20]([CH2:22][CH2:23][NH:24][C:25]([C:27]1[C:32]([NH:33][C:34]2[CH:39]=[CH:38][C:37]([Br:40])=[CH:36][C:35]=2[F:41])=[C:31]([CH3:42])[C:30](=[O:43])[N:29]([CH3:44])[CH:28]=1)=O)#[N:21].CC(OC(/N=N/C(OC(C)C)=O)=O)C.[Si]([N:63]=[N+:64]=[N-:65])(C)(C)C. The catalyst is CC#N.C(OCC)(=O)C. The product is [Br:40][C:37]1[CH:38]=[CH:39][C:34]([NH:33][C:32]2[C:27]([C:25]3[N:24]([CH2:23][CH2:22][C:20]#[N:21])[N:65]=[N:64][N:63]=3)=[CH:28][N:29]([CH3:44])[C:30](=[O:43])[C:31]=2[CH3:42])=[C:35]([F:41])[CH:36]=1. The yield is 0.610. (10) The reactants are [CH:1]1([CH2:7][C@H:8]([N:22]2[CH2:26][C:25]([O:27][C:28]3[C:33]([F:34])=[CH:32][CH:31]=[CH:30][C:29]=3[F:35])=[CH:24][C:23]2=[O:36])[C:9]([NH:11]C2C=CN(CC(O)(C)C)N=2)=[O:10])[CH2:6][CH2:5][CH2:4][CH2:3][CH2:2]1.F[P-](F)(F)(F)(F)F.Br[P+](N1CCCC1)(N1CCCC1)N1CCCC1.C(N(CC)C(C)C)(C)C.[CH3:70][O:71][C:72](=[O:80])[C:73]1[CH:78]=[CH:77][C:76](N)=[N:75][CH:74]=1. The catalyst is ClCCl. The product is [CH3:70][O:71][C:72](=[O:80])[C:73]1[CH:78]=[CH:77][C:76]([NH:11][C:9](=[O:10])[C@@H:8]([N:22]2[CH2:26][C:25]([O:27][C:28]3[C:29]([F:35])=[CH:30][CH:31]=[CH:32][C:33]=3[F:34])=[CH:24][C:23]2=[O:36])[CH2:7][CH:1]2[CH2:6][CH2:5][CH2:4][CH2:3][CH2:2]2)=[N:75][CH:74]=1. The yield is 0.400.